Dataset: Full USPTO retrosynthesis dataset with 1.9M reactions from patents (1976-2016). Task: Predict the reactants needed to synthesize the given product. (1) Given the product [F:9][C:4]1[C:3]([N+:10]([O-:12])=[O:11])=[C:2]([NH:19][C:15]2[CH:14]=[N:13][CH:18]=[CH:17][CH:16]=2)[CH:7]=[C:6]([F:8])[CH:5]=1, predict the reactants needed to synthesize it. The reactants are: F[C:2]1[CH:7]=[C:6]([F:8])[CH:5]=[C:4]([F:9])[C:3]=1[N+:10]([O-:12])=[O:11].[N:13]1[CH:18]=[CH:17][CH:16]=[C:15]([NH2:19])[CH:14]=1. (2) Given the product [CH2:1]([O:3][C:4]([C:6]1([C:9]2[CH:14]=[CH:13][C:12]([C:15]3[CH:20]=[CH:19][C:18]([C:21]4[O:25][N:24]=[C:23]([CH3:26])[C:22]=4[CH2:27][N:28]4[CH:32]=[C:31]([C:34]5[CH:39]=[CH:38][CH:37]=[CH:36][CH:35]=5)[CH:30]=[N:29]4)=[CH:17][CH:16]=3)=[CH:11][CH:10]=2)[CH2:8][CH2:7]1)=[O:5])[CH3:2], predict the reactants needed to synthesize it. The reactants are: [CH2:1]([O:3][C:4]([C:6]1([C:9]2[CH:14]=[CH:13][C:12]([C:15]3[CH:20]=[CH:19][C:18]([C:21]4[O:25][N:24]=[C:23]([CH3:26])[C:22]=4[CH2:27][N:28]4[CH:32]=[C:31](Br)[CH:30]=[N:29]4)=[CH:17][CH:16]=3)=[CH:11][CH:10]=2)[CH2:8][CH2:7]1)=[O:5])[CH3:2].[C:34]1(B(O)O)[CH:39]=[CH:38][CH:37]=[CH:36][CH:35]=1.C1(C)C=CC=CC=1P(C1C=CC=CC=1C)C1C=CC=CC=1C.C(=O)(O)[O-].[Na+]. (3) Given the product [CH:29]([C:2]1[CH:11]=[CH:10][C:9]2[C:4](=[CH:5][CH:6]=[C:7]([C:12]([O:14][CH3:15])=[O:13])[CH:8]=2)[CH:3]=1)=[CH2:30], predict the reactants needed to synthesize it. The reactants are: Br[C:2]1[CH:3]=[C:4]2[C:9](=[CH:10][CH:11]=1)[CH:8]=[C:7]([C:12]([O:14][CH3:15])=[O:13])[CH:6]=[CH:5]2.C(=O)([O-])[O-].[K+].[K+].O.B1(C=C)OB([CH:29]=[CH2:30])OB(C=C)O1.C1C=CN=CC=1.